This data is from Reaction yield outcomes from USPTO patents with 853,638 reactions. The task is: Predict the reaction yield, written as a fraction of the theoretical maximum amount of product (1.0 means a 100% yield; for example, 0.34 means a 34% yield). (1) The reactants are [C:1]([C:5]1[CH:9]=[C:8]([NH2:10])[N:7]([C:11]2[CH:16]=[CH:15][CH:14]=[C:13]([F:17])[CH:12]=2)[N:6]=1)([CH3:4])([CH3:3])[CH3:2].Cl[C:19]([O:21][C:22]1[CH:27]=[CH:26][CH:25]=[CH:24][CH:23]=1)=[O:20]. No catalyst specified. The product is [C:1]([C:5]1[CH:9]=[C:8]([NH:10][C:19](=[O:20])[O:21][C:22]2[CH:27]=[CH:26][CH:25]=[CH:24][CH:23]=2)[N:7]([C:11]2[CH:16]=[CH:15][CH:14]=[C:13]([F:17])[CH:12]=2)[N:6]=1)([CH3:4])([CH3:2])[CH3:3]. The yield is 0.490. (2) The reactants are [Cl:1][C:2]1[CH:3]=[C:4]([C:10]2[CH:14]=[CH:13][N:12]([CH2:15][C@H:16]([NH:18][C:19]([C:21]3[NH:25][C:24]([CH2:26][NH:27]C(=O)OC(C)(C)C)=[N:23][CH:22]=3)=[O:20])[CH3:17])[N:11]=2)[CH:5]=[CH:6][C:7]=1[C:8]#[N:9].Cl. The catalyst is CCO. The product is [NH2:27][CH2:26][C:24]1[NH:25][C:21]([C:19]([NH:18][C@H:16]([CH3:17])[CH2:15][N:12]2[CH:13]=[CH:14][C:10]([C:4]3[CH:5]=[CH:6][C:7]([C:8]#[N:9])=[C:2]([Cl:1])[CH:3]=3)=[N:11]2)=[O:20])=[CH:22][N:23]=1. The yield is 0.650.